This data is from Forward reaction prediction with 1.9M reactions from USPTO patents (1976-2016). The task is: Predict the product of the given reaction. (1) Given the reactants [N:1]1[NH:2][N:3]=[N:4][C:5]=1[NH:6][C:7]([C:9]1[CH:10]=[CH:11][C:12]2[O:16][C:15]([C:17]([C:22]3[CH:27]=[CH:26][C:25]([O:28][CH2:29][C:30](=[O:35])[C:31]([CH3:34])([CH3:33])[CH3:32])=[C:24]([CH3:36])[CH:23]=3)([CH2:20][CH3:21])[CH2:18][CH3:19])=[CH:14][C:13]=2[CH:37]=1)=[O:8].[BH4-].[Na+], predict the reaction product. The product is: [N:4]1[NH:3][N:2]=[N:1][C:5]=1[NH:6][C:7]([C:9]1[CH:10]=[CH:11][C:12]2[O:16][C:15]([C:17]([CH2:18][CH3:19])([C:22]3[CH:27]=[CH:26][C:25]([O:28][CH2:29][CH:30]([OH:35])[C:31]([CH3:33])([CH3:34])[CH3:32])=[C:24]([CH3:36])[CH:23]=3)[CH2:20][CH3:21])=[CH:14][C:13]=2[CH:37]=1)=[O:8]. (2) Given the reactants [Br:1][C:2]1[C:3]([CH3:19])=[N:4][C:5]([O:9][CH2:10][CH:11]2[CH2:16][O:15]C(C)(C)[O:13][CH2:12]2)=[N:6][C:7]=1[CH3:8].Cl.[OH-].[Na+], predict the reaction product. The product is: [Br:1][C:2]1[C:7]([CH3:8])=[N:6][C:5]([O:9][CH2:10][CH:11]([CH2:16][OH:15])[CH2:12][OH:13])=[N:4][C:3]=1[CH3:19]. (3) Given the reactants O=P(Cl)(Cl)Cl.[Cl:6][C:7]1[CH:12]=[CH:11][CH:10]=[CH:9][C:8]=1[CH:13]1[CH2:24][C:23]2[N:22]([CH2:25][CH2:26][O:27][CH2:28][CH2:29][O:30][CH2:31][CH3:32])[CH:21]=[CH:20][C:19]=2[CH:18]2[CH:14]1[C:15](=[O:34])[NH:16][C:17]2=[O:33].[OH-].[Na+].CN(C)[CH:39]=[O:40], predict the reaction product. The product is: [Cl:6][C:7]1[CH:12]=[CH:11][CH:10]=[CH:9][C:8]=1[CH:13]1[CH2:24][C:23]2[N:22]([CH2:25][CH2:26][O:27][CH2:28][CH2:29][O:30][CH2:31][CH3:32])[C:21]([CH:39]=[O:40])=[CH:20][C:19]=2[CH:18]2[CH:14]1[C:15](=[O:34])[NH:16][C:17]2=[O:33]. (4) Given the reactants [CH3:1][O:2][C:3]([C:5]1[S:9][C:8]2[CH:10]=[CH:11][C:12]([N+:14]([O-])=O)=[CH:13][C:7]=2[CH:6]=1)=[O:4].Cl, predict the reaction product. The product is: [CH3:1][O:2][C:3]([C:5]1[S:9][C:8]2[CH:10]=[CH:11][C:12]([NH2:14])=[CH:13][C:7]=2[CH:6]=1)=[O:4]. (5) Given the reactants [N:1]([CH2:4][CH2:5][O:6][CH2:7][CH2:8][O:9][CH2:10][CH2:11][O:12][CH2:13][CH2:14][NH:15][S:16]([C:19]1[CH:24]=[CH:23][CH:22]=[C:21]([CH:25]2[C:34]3[C:29](=[C:30]([Cl:36])[CH:31]=[C:32]([Cl:35])[CH:33]=3)[CH2:28][N:27]([CH3:37])[CH2:26]2)[CH:20]=1)(=[O:18])=[O:17])=[N+]=[N-].C1(P(C2C=CC=CC=2)C2C=CC=CC=2)C=CC=CC=1, predict the reaction product. The product is: [NH2:1][CH2:4][CH2:5][O:6][CH2:7][CH2:8][O:9][CH2:10][CH2:11][O:12][CH2:13][CH2:14][NH:15][S:16]([C:19]1[CH:24]=[CH:23][CH:22]=[C:21]([CH:25]2[C:34]3[C:29](=[C:30]([Cl:36])[CH:31]=[C:32]([Cl:35])[CH:33]=3)[CH2:28][N:27]([CH3:37])[CH2:26]2)[CH:20]=1)(=[O:18])=[O:17]. (6) Given the reactants O([C:9]([O:11][C:12]([CH3:15])([CH3:14])[CH3:13])=[O:10])[C:9]([O:11][C:12]([CH3:15])([CH3:14])[CH3:13])=[O:10].[CH3:16][C@@H:17]1[CH2:22][NH:21][CH2:20][C@H:19]([CH3:23])[NH:18]1, predict the reaction product. The product is: [C:12]([O:11][C:9]([N:21]1[CH2:20][C@@H:19]([CH3:23])[NH:18][C@@H:17]([CH3:16])[CH2:22]1)=[O:10])([CH3:13])([CH3:14])[CH3:15]. (7) Given the reactants [CH2:1]([N:3]1[C:12](=[O:13])[C:11]2[C:6](=[CH:7][CH:8]=[C:9]([N+:14]([O-])=O)[CH:10]=2)[N:5]([CH2:17][S:18][CH3:19])[C:4]1=[O:20])[CH3:2].[Sn](Cl)Cl, predict the reaction product. The product is: [NH2:14][C:9]1[CH:10]=[C:11]2[C:6](=[CH:7][CH:8]=1)[N:5]([CH2:17][S:18][CH3:19])[C:4](=[O:20])[N:3]([CH2:1][CH3:2])[C:12]2=[O:13].